The task is: Predict the product of the given reaction.. This data is from Forward reaction prediction with 1.9M reactions from USPTO patents (1976-2016). (1) The product is: [Cl:15][C:9]1[CH:10]=[CH:11][CH:12]=[C:13]([CH3:14])[C:8]=1[C:6]([NH:5][C@H:4]([C:3]([OH:31])=[O:2])[CH2:16][C:17]1[CH:22]=[CH:21][C:20]([C:23]2[C:24](=[O:30])[N:25]([CH3:29])[CH:26]=[CH:27][CH:28]=2)=[CH:19][CH:18]=1)=[O:7]. Given the reactants C[O:2][C:3](=[O:31])[C@H:4]([CH2:16][C:17]1[CH:22]=[CH:21][C:20]([C:23]2[C:24](=[O:30])[N:25]([CH3:29])[CH:26]=[CH:27][CH:28]=2)=[CH:19][CH:18]=1)[NH:5][C:6]([C:8]1[C:13]([CH3:14])=[CH:12][CH:11]=[CH:10][C:9]=1[Cl:15])=[O:7].[OH-].[Na+], predict the reaction product. (2) The product is: [Br:20][C:21]1[S:25][C:24]([S:26]([N:14]2[C:15]3[C:11](=[CH:10][C:9]([C:6]4[CH:5]=[CH:4][C:3]([C:2]([F:1])([F:18])[F:19])=[CH:8][CH:7]=4)=[CH:17][CH:16]=3)[CH2:12][CH2:13]2)(=[O:28])=[O:27])=[CH:23][CH:22]=1. Given the reactants [F:1][C:2]([F:19])([F:18])[C:3]1[CH:8]=[CH:7][C:6]([C:9]2[CH:10]=[C:11]3[C:15](=[CH:16][CH:17]=2)[NH:14][CH2:13][CH2:12]3)=[CH:5][CH:4]=1.[Br:20][C:21]1[S:25][C:24]([S:26](Cl)(=[O:28])=[O:27])=[CH:23][CH:22]=1.Cl, predict the reaction product. (3) Given the reactants [Br:1][C:2]1[CH:26]=[CH:25][C:5]([O:6][CH2:7][C:8]2[N:12]([C:13]3[C:18]([Cl:19])=[CH:17][CH:16]=[CH:15][C:14]=3[Cl:20])[N:11]=[C:10]([C:21](O)([CH3:23])[CH3:22])[CH:9]=2)=[CH:4][CH:3]=1.C([SiH](CC)CC)C.FC(F)(F)C(O)=O, predict the reaction product. The product is: [Br:1][C:2]1[CH:3]=[CH:4][C:5]([O:6][CH2:7][C:8]2[N:12]([C:13]3[C:18]([Cl:19])=[CH:17][CH:16]=[CH:15][C:14]=3[Cl:20])[N:11]=[C:10]([CH:21]([CH3:23])[CH3:22])[CH:9]=2)=[CH:25][CH:26]=1. (4) Given the reactants [Li+].[OH-].C(OC([NH:10][C:11]1[CH:12]=[C:13]([C:17]([NH:19][C:20]2[CH:21]=[C:22]([C:26]([O:28]C)=[O:27])[N:23]([CH3:25])[CH:24]=2)=[O:18])[N:14]([CH3:16])[CH:15]=1)=O)(C)(C)C, predict the reaction product. The product is: [NH2:10][C:11]1[CH:12]=[C:13]([C:17]([NH:19][C:20]2[CH:21]=[C:22]([C:26]([OH:28])=[O:27])[N:23]([CH3:25])[CH:24]=2)=[O:18])[N:14]([CH3:16])[CH:15]=1. (5) Given the reactants [F:1][C:2]([F:26])([F:25])[C:3]1[N:8]2[N:9]=[CH:10][C:11]([C:12](O)=[O:13])=[C:7]2[N:6]=[C:5]([C:15]2[CH:20]=[CH:19][C:18]([C:21]([F:24])([F:23])[F:22])=[CH:17][CH:16]=2)[CH:4]=1.[NH2:27][C:28]1[CH:29]=[C:30]([S:34]([NH:37][CH2:38][C:39]2[CH:40]=[N:41][CH:42]=[CH:43][CH:44]=2)(=[O:36])=[O:35])[CH:31]=[CH:32][CH:33]=1, predict the reaction product. The product is: [N:41]1[CH:42]=[CH:43][CH:44]=[C:39]([CH2:38][NH:37][S:34]([C:30]2[CH:29]=[C:28]([NH:27][C:12]([C:11]3[CH:10]=[N:9][N:8]4[C:3]([C:2]([F:26])([F:25])[F:1])=[CH:4][C:5]([C:15]5[CH:20]=[CH:19][C:18]([C:21]([F:24])([F:22])[F:23])=[CH:17][CH:16]=5)=[N:6][C:7]=34)=[O:13])[CH:33]=[CH:32][CH:31]=2)(=[O:36])=[O:35])[CH:40]=1. (6) Given the reactants [C:1](#[N:3])C.[CH3:4][O:5][C:6]1[CH:7]=[C:8]([N:12]2[CH2:17][CH2:16][NH:15][CH2:14][CH2:13]2)[CH:9]=[CH:10][CH:11]=1.C1(C)C=CC=C(N2CCN([CH2:30][CH2:31][CH2:32][CH2:33][NH:34][C:35]([C:37]3O[C:40]4[CH:42]=[CH:43][CH:44]=[CH:45][C:39]=4[CH:38]=3)=[O:36])CC2)C=1, predict the reaction product. The product is: [CH3:4][O:5][C:6]1[CH:7]=[C:8]([N:12]2[CH2:17][CH2:16][N:15]([CH2:30][CH2:31][CH2:32][CH2:33][NH:34][C:35]([C:37]3[N:3]=[CH:1][C:40]4[C:39]([CH:38]=3)=[CH:45][CH:44]=[CH:43][CH:42]=4)=[O:36])[CH2:14][CH2:13]2)[CH:9]=[CH:10][CH:11]=1. (7) Given the reactants [F:1][C:2]1[CH:3]=[C:4]([CH:29]=[CH:30][C:31]=1[F:32])[C:5]([NH:7][C:8]1[CH:13]=[CH:12][C:11]([NH:14][C:15]2[C:24]3[CH:23]=[C:22]([N+:25]([O-])=O)[C:21](=[O:28])[NH:20][C:19]=3[N:18]=[CH:17][CH:16]=2)=[CH:10][CH:9]=1)=[O:6].CO, predict the reaction product. The product is: [F:1][C:2]1[CH:3]=[C:4]([CH:29]=[CH:30][C:31]=1[F:32])[C:5]([NH:7][C:8]1[CH:9]=[CH:10][C:11]([NH:14][C:15]2[C:24]3[CH:23]=[C:22]([NH2:25])[C:21](=[O:28])[NH:20][C:19]=3[N:18]=[CH:17][CH:16]=2)=[CH:12][CH:13]=1)=[O:6].